This data is from Forward reaction prediction with 1.9M reactions from USPTO patents (1976-2016). The task is: Predict the product of the given reaction. (1) Given the reactants I[C:2]1[CH:8]=[CH:7][C:5]([NH2:6])=[CH:4][CH:3]=1.[CH3:9][C:10]1[CH:15]=[C:14]([Cl:16])[CH:13]=[CH:12][C:11]=1B(O)O.C([O-])([O-])=O.[Na+].[Na+], predict the reaction product. The product is: [Cl:16][C:14]1[CH:13]=[CH:12][C:11]([C:2]2[CH:8]=[CH:7][C:5]([NH2:6])=[CH:4][CH:3]=2)=[C:10]([CH3:9])[CH:15]=1. (2) Given the reactants FC(F)(F)C(O)=O.[CH3:8][S:9]([C:12]1[CH:33]=[CH:32][C:15]([O:16][C:17]2[N:22]=[CH:21][N:20]=[C:19]3[N:23]([CH:26]4[CH2:31][CH2:30][NH:29][CH2:28][CH2:27]4)[N:24]=[CH:25][C:18]=23)=[CH:14][CH:13]=1)(=[O:11])=[O:10].[CH:34](=O)[C:35]1[C:36]([O:41][CH3:42])=[CH:37][CH:38]=[CH:39][CH:40]=1.C(N(CC)CC)C.C(O[BH-](OC(=O)C)OC(=O)C)(=O)C.[Na+], predict the reaction product. The product is: [CH3:8][S:9]([C:12]1[CH:13]=[CH:14][C:15]([O:16][C:17]2[N:22]=[CH:21][N:20]=[C:19]3[N:23]([CH:26]4[CH2:27][CH2:28][N:29]([CH2:34][C:35]5[CH:40]=[CH:39][CH:38]=[CH:37][C:36]=5[O:41][CH3:42])[CH2:30][CH2:31]4)[N:24]=[CH:25][C:18]=23)=[CH:32][CH:33]=1)(=[O:11])=[O:10].